Dataset: Full USPTO retrosynthesis dataset with 1.9M reactions from patents (1976-2016). Task: Predict the reactants needed to synthesize the given product. (1) The reactants are: C(OC([N:8]1[CH2:13][CH2:12][CH2:11][CH:10]([NH:14][C:15]2[N:20]=[CH:19][C:18]([Br:21])=[CH:17][N:16]=2)[CH2:9]1)=O)(C)(C)C.C(O)(C(F)(F)F)=O. Given the product [Br:21][C:18]1[CH:17]=[N:16][C:15]([NH:14][CH:10]2[CH2:11][CH2:12][CH2:13][NH:8][CH2:9]2)=[N:20][CH:19]=1, predict the reactants needed to synthesize it. (2) Given the product [CH3:20][CH2:19][CH2:18][CH:17]([CH3:22])[CH3:16].[C:1]([O:5][C:6]([NH:8][C:9]1[CH:14]=[CH:13][CH:12]=[CH:11][C:10]=1[NH:15][C:16](=[O:32])[C:17]1[CH:22]=[CH:21][C:20]([C:34]2[C:35]([C:36]#[N:37])=[CH:38][CH:39]=[CH:40][N:41]=2)=[CH:19][CH:18]=1)=[O:7])([CH3:4])([CH3:2])[CH3:3], predict the reactants needed to synthesize it. The reactants are: [C:1]([O:5][C:6]([NH:8][C:9]1[CH:14]=[CH:13][CH:12]=[CH:11][C:10]=1[NH:15][C:16](=[O:32])[C:17]1[CH:22]=[CH:21][C:20](B2OC(C)(C)C(C)(C)O2)=[CH:19][CH:18]=1)=[O:7])([CH3:4])([CH3:3])[CH3:2].Br[C:34]1[N:41]=[CH:40][CH:39]=[CH:38][C:35]=1[C:36]#[N:37].C(=O)([O-])O.[Na+]. (3) The reactants are: [CH3:1][S:2][CH2:3][C@H:4]([C:6]([N:8]1[CH2:13][CH2:12][CH:11]([CH:14]2[CH2:19][CH2:18][N:17]([CH3:20])[CH2:16][CH2:15]2)[CH2:10][CH2:9]1)=[O:7])[NH2:5].[Cl:21][C:22]1[CH:23]=[CH:24][C:25]2[CH:29]=[C:28]([C:30](O)=[O:31])[S:27][C:26]=2[CH:33]=1. Given the product [ClH:21].[Cl:21][C:22]1[CH:23]=[CH:24][C:25]2[CH:29]=[C:28]([C:30]([NH:5][C@@H:4]([C:6]([N:8]3[CH2:9][CH2:10][CH:11]([CH:14]4[CH2:15][CH2:16][N:17]([CH3:20])[CH2:18][CH2:19]4)[CH2:12][CH2:13]3)=[O:7])[CH2:3][S:2][CH3:1])=[O:31])[S:27][C:26]=2[CH:33]=1, predict the reactants needed to synthesize it. (4) Given the product [CH3:24][O:25][C:26]1[CH:33]=[CH:32][C:29]([CH2:30][S:1][C:2]2[O:6][C:5]([C:7]3[CH:12]=[CH:11][N:10]=[C:9]([NH:13][C:14](=[O:23])[CH2:15][CH2:16][C:17]4[CH:18]=[CH:19][CH:20]=[CH:21][CH:22]=4)[CH:8]=3)=[N:4][N:3]=2)=[CH:28][C:27]=1[C:34]([F:35])([F:37])[F:36], predict the reactants needed to synthesize it. The reactants are: [SH:1][C:2]1[O:6][C:5]([C:7]2[CH:12]=[CH:11][N:10]=[C:9]([NH:13][C:14](=[O:23])[CH2:15][CH2:16][C:17]3[CH:22]=[CH:21][CH:20]=[CH:19][CH:18]=3)[CH:8]=2)=[N:4][N:3]=1.[CH3:24][O:25][C:26]1[CH:33]=[CH:32][C:29]([CH2:30]Br)=[CH:28][C:27]=1[C:34]([F:37])([F:36])[F:35]. (5) Given the product [CH2:11]([Sn:15]([CH2:20][CH2:21][CH2:22][CH3:23])([CH2:16][CH2:17][CH2:18][CH3:19])[C:27]#[C:26][O:25][CH3:29])[CH2:12][CH2:13][CH3:14], predict the reactants needed to synthesize it. The reactants are: C(NCC)C.C([Li])CCC.[CH2:11]([Sn:15](Cl)([CH2:20][CH2:21][CH2:22][CH3:23])[CH2:16][CH2:17][CH2:18][CH3:19])[CH2:12][CH2:13][CH3:14].[O:25]1[CH2:29]C[CH2:27][CH2:26]1. (6) Given the product [C:15]([NH:14][C:12]1[N:13]=[C:8]([N:4]2[C:5]([CH3:7])=[CH:6][C:2]([CH3:1])=[N:3]2)[N:9]=[C:10]([C:18]2[CH:19]=[C:20]([CH:21]=[CH:22][CH:23]=2)[CH2:24][O:25][S:36]([CH3:35])(=[O:38])=[O:37])[CH:11]=1)(=[O:17])[CH3:16], predict the reactants needed to synthesize it. The reactants are: [CH3:1][C:2]1[CH:6]=[C:5]([CH3:7])[N:4]([C:8]2[N:13]=[C:12]([NH:14][C:15](=[O:17])[CH3:16])[CH:11]=[C:10]([C:18]3[CH:23]=[CH:22][CH:21]=[C:20]([CH2:24][OH:25])[CH:19]=3)[N:9]=2)[N:3]=1.C(N(C(C)C)CC)(C)C.[CH3:35][S:36](Cl)(=[O:38])=[O:37].C([O-])(O)=O.[Na+].